From a dataset of Forward reaction prediction with 1.9M reactions from USPTO patents (1976-2016). Predict the product of the given reaction. Given the reactants [C:1]([OH:10])(=[O:9])[C@@H:2]([C@H:4]([C:6]([OH:8])=[O:7])[OH:5])[OH:3].[N:11]1[C:20]2[C:15](=[CH:16][CH:17]=[CH:18][C:19]=2[NH:21][C:22]([C@@H:24]2[CH2:28][CH2:27][CH2:26][N:25]2[CH3:29])=[O:23])[CH:14]=[CH:13][CH:12]=1, predict the reaction product. The product is: [C:6]([C@@H:4]([C@H:2]([C:1]([OH:10])=[O:9])[OH:3])[OH:5])([OH:8])=[O:7].[N:11]1[C:20]2[C:15](=[CH:16][CH:17]=[CH:18][C:19]=2[NH:21][C:22]([C@@H:24]2[CH2:28][CH2:27][CH2:26][N:25]2[CH3:29])=[O:23])[CH:14]=[CH:13][CH:12]=1.